This data is from Forward reaction prediction with 1.9M reactions from USPTO patents (1976-2016). The task is: Predict the product of the given reaction. Given the reactants C(CC1C=C([C:10]2[CH:11]=[C:12]3[C:16](=[CH:17][CH:18]=2)[NH:15][C:14]2[C:19]([CH3:23])=[N:20][CH:21]=[CH:22][C:13]3=2)C=CC=1)#N.[N-:24]=[N+:25]=[N-:26].[Na+], predict the reaction product. The product is: [N:24]1[NH:25][N:26]=[N:15][C:14]=1[CH2:13][C:12]1[CH:16]=[CH:17][CH:18]=[CH:10][C:11]=1[C:10]1[CH:11]=[C:12]2[C:16](=[CH:17][CH:18]=1)[NH:15][C:14]1[C:19]([CH3:23])=[N:20][CH:21]=[CH:22][C:13]2=1.